From a dataset of Catalyst prediction with 721,799 reactions and 888 catalyst types from USPTO. Predict which catalyst facilitates the given reaction. Reactant: [CH3:1][O:2][C:3]1[CH:27]=[CH:26][C:6]2[N:7]=[C:8]([NH:10][C:11]3[CH:16]=[C:15]([CH2:17][C:18]4[CH:23]=[CH:22][CH:21]=[CH:20][CH:19]=4)[N:14]=[C:13](SC)[N:12]=3)[S:9][C:5]=2[CH:4]=1.O[O:29][S:30]([O-:32])=O.[K+].O.Cl[CH2:36]Cl. Product: [CH3:1][O:2][C:3]1[CH:27]=[CH:26][C:6]2[N:7]=[C:8]([NH:10][C:11]3[CH:16]=[C:15]([CH2:17][C:18]4[CH:23]=[CH:22][CH:21]=[CH:20][CH:19]=4)[N:14]=[C:13]([S:30]([CH3:36])(=[O:32])=[O:29])[N:12]=3)[S:9][C:5]=2[CH:4]=1. The catalyst class is: 9.